This data is from Full USPTO retrosynthesis dataset with 1.9M reactions from patents (1976-2016). The task is: Predict the reactants needed to synthesize the given product. (1) Given the product [ClH:33].[CH2:1]([N:8]([C@@H:9]1[CH2:14][CH2:13][NH:12][CH2:11][C@H:10]1[F:22])[C:23](=[O:24])[O:25][CH2:26][C:27]1[CH:32]=[CH:31][CH:30]=[CH:29][CH:28]=1)[C:2]1[CH:7]=[CH:6][CH:5]=[CH:4][CH:3]=1, predict the reactants needed to synthesize it. The reactants are: [CH2:1]([N:8]([C:23]([O:25][CH2:26][C:27]1[CH:32]=[CH:31][CH:30]=[CH:29][CH:28]=1)=[O:24])[CH:9]1[CH2:14][CH2:13][N:12](C(OCCCC)=O)[CH2:11][CH:10]1[F:22])[C:2]1[CH:7]=[CH:6][CH:5]=[CH:4][CH:3]=1.[ClH:33]. (2) Given the product [CH3:11][N:10]1[C:5]2[CH:4]=[CH:3][C:2]([B:17]3[O:18][C:19]([CH3:21])([CH3:20])[C:15]([CH3:31])([CH3:14])[O:16]3)=[CH:13][C:6]=2[CH2:7][O:8][C:9]1=[O:12], predict the reactants needed to synthesize it. The reactants are: Br[C:2]1[CH:3]=[CH:4][C:5]2[N:10]([CH3:11])[C:9](=[O:12])[O:8][CH2:7][C:6]=2[CH:13]=1.[CH3:14][C:15]1([CH3:31])[C:19]([CH3:21])([CH3:20])[O:18][B:17]([B:17]2[O:18][C:19]([CH3:21])([CH3:20])[C:15]([CH3:31])([CH3:14])[O:16]2)[O:16]1.ClCCl.C([O-])(=O)C.[K+].